This data is from Peptide-MHC class II binding affinity with 134,281 pairs from IEDB. The task is: Regression. Given a peptide amino acid sequence and an MHC pseudo amino acid sequence, predict their binding affinity value. This is MHC class II binding data. (1) The peptide sequence is LFGGLNWITKVIMGA. The MHC is DRB1_0901 with pseudo-sequence DRB1_0901. The binding affinity (normalized) is 0.213. (2) The peptide sequence is SVLLVVVLFAVFLGS. The MHC is HLA-DQA10104-DQB10503 with pseudo-sequence HLA-DQA10104-DQB10503. The binding affinity (normalized) is 0.188. (3) The peptide sequence is RNEFPLLTTKRVFWR. The MHC is DRB1_0301 with pseudo-sequence DRB1_0301. The binding affinity (normalized) is 0.202. (4) The peptide sequence is TTEEQKLIEDINVGF. The MHC is DRB1_1501 with pseudo-sequence DRB1_1501. The binding affinity (normalized) is 0.101. (5) The peptide sequence is NSFTAPNESYKKQVT. The MHC is HLA-DPA10201-DPB10501 with pseudo-sequence HLA-DPA10201-DPB10501. The binding affinity (normalized) is 0.158. (6) The peptide sequence is NGPMAVSMTGVMRGN. The binding affinity (normalized) is 0.872. The MHC is DRB5_0101 with pseudo-sequence DRB5_0101. (7) The peptide sequence is VSKAPQLVPKLDEVY. The MHC is DRB1_1302 with pseudo-sequence DRB1_1302. The binding affinity (normalized) is 0.0603.